Dataset: NCI-60 drug combinations with 297,098 pairs across 59 cell lines. Task: Regression. Given two drug SMILES strings and cell line genomic features, predict the synergy score measuring deviation from expected non-interaction effect. Drug 1: C1=CC=C(C(=C1)C(C2=CC=C(C=C2)Cl)C(Cl)Cl)Cl. Drug 2: C1CCC(C(C1)N)N.C(=O)(C(=O)[O-])[O-].[Pt+4]. Cell line: EKVX. Synergy scores: CSS=7.27, Synergy_ZIP=-4.78, Synergy_Bliss=-3.52, Synergy_Loewe=-1.76, Synergy_HSA=-1.28.